This data is from Full USPTO retrosynthesis dataset with 1.9M reactions from patents (1976-2016). The task is: Predict the reactants needed to synthesize the given product. (1) Given the product [Cl:1][CH2:2][C:3]([NH:5][C:6]1[C:7]([OH:28])=[CH:8][C:9]2[O:14][C:13]([CH3:16])([CH3:15])[C@@H:12]([OH:17])[C@H:11]([NH:18][CH2:19][CH2:20][C:21]3[CH:26]=[CH:25][CH:24]=[CH:23][CH:22]=3)[C:10]=2[CH:27]=1)=[O:4], predict the reactants needed to synthesize it. The reactants are: [Cl:1][CH2:2][C:3]([NH:5][C:6]1[C:7]([O:28]COC)=[CH:8][C:9]2[O:14][C:13]([CH3:16])([CH3:15])[C@@H:12]([OH:17])[C@H:11]([NH:18][CH2:19][CH2:20][C:21]3[CH:26]=[CH:25][CH:24]=[CH:23][CH:22]=3)[C:10]=2[CH:27]=1)=[O:4].B(Br)(Br)Br.CO.C(=O)([O-])O.[Na+]. (2) Given the product [C:11]([O:14][C:2]1[C:10]2[C:5](=[CH:6][CH:7]=[CH:8][CH:9]=2)[NH:4][CH:3]=1)(=[O:13])[CH3:12], predict the reactants needed to synthesize it. The reactants are: I[C:2]1[C:10]2[C:5](=[CH:6][CH:7]=[CH:8][CH:9]=2)[NH:4][CH:3]=1.[C:11]([OH:14])(=[O:13])[CH3:12].